Dataset: Catalyst prediction with 721,799 reactions and 888 catalyst types from USPTO. Task: Predict which catalyst facilitates the given reaction. (1) Reactant: C(OC(=O)C)(=O)C.[N+:8]([CH2:11][CH:12]([C:14]1[CH:15]=[N:16][C:17]([C:20]([F:23])([F:22])[F:21])=[CH:18][CH:19]=1)O)([O-:10])=[O:9].C([O-])(O)=O.[Na+]. Product: [N+:8](/[CH:11]=[CH:12]/[C:14]1[CH:19]=[CH:18][C:17]([C:20]([F:23])([F:21])[F:22])=[N:16][CH:15]=1)([O-:10])=[O:9]. The catalyst class is: 172. (2) Reactant: [OH:1][CH:2]1[O:10][C@H:9]([CH2:11][OH:12])[C@@H:7]([OH:8])[C@H:5]([OH:6])[C@H:3]1[NH2:4].[CH3:13][N:14]([CH2:16][CH:17]1[C:22]([OH:31])([C:23]2[CH:28]=[C:27]([O:29][CH3:30])[CH:26]=[CH:25][CH:24]=2)[CH2:21][CH2:20][CH2:19][CH2:18]1)[CH3:15].[S:32]([OH:36])([OH:35])(=[O:34])=[O:33].OC1O[C@H](CO)[C@@H](O)[C@H](O)[C@H]1N.CN(CC1C(O)(C2C=C(OC)C=CC=2)CCCC1)C.Cl. Product: [S:32]([OH:36])([OH:35])(=[O:34])=[O:33].[OH:1][CH:2]1[O:10][C@H:9]([CH2:11][OH:12])[C@@H:7]([OH:8])[C@H:5]([OH:6])[C@H:3]1[NH2:4].[CH3:15][N:14]([CH2:16][CH:17]1[C:22]([OH:31])([C:23]2[CH:28]=[C:27]([O:29][CH3:30])[CH:26]=[CH:25][CH:24]=2)[CH2:21][CH2:20][CH2:19][CH2:18]1)[CH3:13]. The catalyst class is: 6. (3) The catalyst class is: 3. Product: [Cl:1][C:2]1[CH:10]=[CH:9][CH:8]=[C:7]2[C:3]=1[C:4]([C:17]([NH:20][CH2:21][C:22]1([OH:30])[CH2:27][CH2:26][CH2:25][CH:24]([CH2:28][CH3:29])[CH2:23]1)=[O:19])=[CH:5][N:6]2[CH2:11][CH:12]1[CH2:16][CH2:15][CH2:14][O:13]1. Reactant: [Cl:1][C:2]1[CH:10]=[CH:9][CH:8]=[C:7]2[C:3]=1[C:4]([C:17]([OH:19])=O)=[CH:5][N:6]2[CH2:11][CH:12]1[CH2:16][CH2:15][CH2:14][O:13]1.[NH2:20][CH2:21][C:22]1([OH:30])[CH2:27][CH2:26][CH2:25][CH:24]([CH2:28][CH3:29])[CH2:23]1.Cl.CN(C)CCCN=C=NCC.N1(O)C2C=CC=CC=2N=N1.CCN(C(C)C)C(C)C.